This data is from Forward reaction prediction with 1.9M reactions from USPTO patents (1976-2016). The task is: Predict the product of the given reaction. (1) Given the reactants [CH3:1][O:2][C:3]1[CH:11]=[C:10]2[C:6]([CH:7]=[C:8]([C:12]3[CH:13]=[N:14][CH:15]=[N:16][CH:17]=3)[NH:9]2)=[CH:5][CH:4]=1.[CH:18]([C:20]1[N:25]=[C:24]([C:26]([O:28][CH3:29])=[O:27])[CH:23]=[CH:22][CH:21]=1)=[O:19].C1CCN2C(=NCCC2)CC1, predict the reaction product. The product is: [OH:19][CH:18]([C:7]1[C:6]2[C:10](=[CH:11][C:3]([O:2][CH3:1])=[CH:4][CH:5]=2)[NH:9][C:8]=1[C:12]1[CH:13]=[N:14][CH:15]=[N:16][CH:17]=1)[C:20]1[N:25]=[C:24]([C:26]([O:28][CH3:29])=[O:27])[CH:23]=[CH:22][CH:21]=1. (2) Given the reactants CC([NH:4][C:5]1[S:9][C:8]([S:10]([NH2:13])(=[O:12])=[O:11])=[N:7][N:6]=1)=O, predict the reaction product. The product is: [NH2:4][C:5]1[S:9][C:8]([S:10]([NH2:13])(=[O:12])=[O:11])=[N:7][N:6]=1. (3) The product is: [CH2:1]([O:3][C:4]([C:6]1([C:9]2[CH:10]=[CH:11][C:12]([C:15]3[CH:20]=[CH:19][C:18]([C:21]4[O:25][N:24]=[C:23]([CH3:26])[C:22]=4[NH:27][C:29]4[CH:34]=[CH:33][CH:32]=[C:31]([O:35][CH2:36][CH2:37][C:38]5[CH:39]=[CH:40][CH:41]=[CH:42][CH:43]=5)[N:30]=4)=[CH:17][CH:16]=3)=[CH:13][CH:14]=2)[CH2:8][CH2:7]1)=[O:5])[CH3:2]. Given the reactants [CH2:1]([O:3][C:4]([C:6]1([C:9]2[CH:14]=[CH:13][C:12]([C:15]3[CH:20]=[CH:19][C:18]([C:21]4[O:25][N:24]=[C:23]([CH3:26])[C:22]=4[NH2:27])=[CH:17][CH:16]=3)=[CH:11][CH:10]=2)[CH2:8][CH2:7]1)=[O:5])[CH3:2].Br[C:29]1[CH:34]=[CH:33][CH:32]=[C:31]([O:35][CH2:36][CH2:37][C:38]2[CH:43]=[CH:42][CH:41]=[CH:40][CH:39]=2)[N:30]=1, predict the reaction product. (4) Given the reactants Cl[C:2]1[C:3]([N+:11]([O-:13])=[O:12])=[C:4]([CH:8]=[CH:9][CH:10]=1)[C:5]([OH:7])=[O:6].[NH:14]1[CH2:19][CH2:18][O:17][CH2:16][CH2:15]1.Cl, predict the reaction product. The product is: [O:17]1[CH2:18][CH2:19][N:14]([C:2]2[C:3]([N+:11]([O-:13])=[O:12])=[C:4]([CH:8]=[CH:9][CH:10]=2)[C:5]([OH:7])=[O:6])[CH2:15][CH2:16]1. (5) Given the reactants [Cl:1][C:2]1[CH:22]=[C:21]([F:23])[CH:20]=[CH:19][C:3]=1[CH2:4][N:5]([O:17][CH3:18])[C:6](=[O:16])[CH:7]=[C:8]1[C:12](=O)[O:11]C(C)(C)[O:9]1.[CH3:24][S:25]([NH2:28])(=[O:27])=[O:26], predict the reaction product. The product is: [Cl:1][C:2]1[CH:22]=[C:21]([F:23])[CH:20]=[CH:19][C:3]=1[CH2:4][N:5]([O:17][CH3:18])[C:6](=[O:16])[CH:7]=[C:8]([OH:9])[C:12]([NH:28][S:25]([CH3:24])(=[O:27])=[O:26])=[O:11]. (6) Given the reactants [C:1]1([C:26]2[CH:31]=[CH:30][CH:29]=[CH:28][CH:27]=2)[CH:6]=[CH:5][C:4]([CH2:7][C@H:8]([NH:14][C:15]([C:17]2(CC(Cl)=C)[CH2:21][CH2:20][CH2:19][CH2:18]2)=[O:16])[C:9]([N:11]([CH3:13])[CH3:12])=[O:10])=[CH:3][CH:2]=1.[O:32]=[O+][O-].C[C:36]([CH3:38])=[O:37], predict the reaction product. The product is: [C:1]1([C:26]2[CH:31]=[CH:30][CH:29]=[CH:28][CH:27]=2)[CH:6]=[CH:5][C:4]([CH2:7][C@H:8]([NH:14][C:15]([C:17]2([CH2:38][C:36]([OH:32])=[O:37])[CH2:21][CH2:20][CH2:19][CH2:18]2)=[O:16])[C:9]([N:11]([CH3:13])[CH3:12])=[O:10])=[CH:3][CH:2]=1. (7) Given the reactants [CH2:1]([NH:11][C:12](=[O:25])[C@@H:13]1[CH2:17][CH2:16][CH2:15][N:14]1C(OC(C)(C)C)=O)[CH2:2][CH2:3][CH2:4][CH2:5][CH2:6][CH2:7][CH2:8][CH2:9][CH3:10].FC(F)(F)C(O)=O, predict the reaction product. The product is: [CH2:1]([NH:11][C:12](=[O:25])[C@@H:13]1[CH2:17][CH2:16][CH2:15][NH:14]1)[CH2:2][CH2:3][CH2:4][CH2:5][CH2:6][CH2:7][CH2:8][CH2:9][CH3:10]. (8) Given the reactants Cl.Cl.Cl.[O:4]1[C:8]2=[C:9]([N:13]3[CH2:18][CH2:17][N:16]([CH2:19][CH2:20][C@H:21]4[CH2:26][CH2:25][C@H:24]([NH2:27])[CH2:23][CH2:22]4)[CH2:15][CH2:14]3)[N:10]=[CH:11][CH:12]=[C:7]2[CH2:6][CH2:5]1.[Cl:28][C:29]1[CH:37]=[C:36]([Cl:38])[CH:35]=[CH:34][C:30]=1[C:31](O)=[O:32], predict the reaction product. The product is: [Cl:28][C:29]1[CH:37]=[C:36]([Cl:38])[CH:35]=[CH:34][C:30]=1[C:31]([NH:27][C@H:24]1[CH2:25][CH2:26][C@H:21]([CH2:20][CH2:19][N:16]2[CH2:17][CH2:18][N:13]([C:9]3[N:10]=[CH:11][CH:12]=[C:7]4[CH2:6][CH2:5][O:4][C:8]=34)[CH2:14][CH2:15]2)[CH2:22][CH2:23]1)=[O:32]. (9) Given the reactants CN(C)[CH:3]=[C:4]([N+:10]([O-:12])=[O:11])[C:5](OCC)=[O:6].[N:14]1[CH:19]=[CH:18][CH:17]=[C:16]([C:20](=[NH:22])[NH2:21])[N:15]=1.O(C)[Na].Cl, predict the reaction product. The product is: [N+:10]([C:4]1[C:5]([OH:6])=[N:22][C:20]([C:16]2[N:15]=[N:14][CH:19]=[CH:18][CH:17]=2)=[N:21][CH:3]=1)([O-:12])=[O:11].